From a dataset of Catalyst prediction with 721,799 reactions and 888 catalyst types from USPTO. Predict which catalyst facilitates the given reaction. (1) Reactant: [NH2:1][C:2]1[CH:7]=[CH:6][C:5]([C:8]2([C:13]3[CH:18]=[CH:17][C:16]([Cl:19])=[CH:15][CH:14]=3)[O:12][CH2:11][CH2:10][O:9]2)=[CH:4][C:3]=1[C:20]([C:22]1[CH:27]=[CH:26][CH:25]=[C:24]([Cl:28])[CH:23]=1)=[O:21].[BH4-].[Na+]. Product: [NH2:1][C:2]1[CH:7]=[CH:6][C:5]([C:8]2([C:13]3[CH:14]=[CH:15][C:16]([Cl:19])=[CH:17][CH:18]=3)[O:12][CH2:11][CH2:10][O:9]2)=[CH:4][C:3]=1[CH:20]([C:22]1[CH:27]=[CH:26][CH:25]=[C:24]([Cl:28])[CH:23]=1)[OH:21]. The catalyst class is: 92. (2) The catalyst class is: 279. Product: [ClH:1].[Cl:1][C:2]1[C:10]([CH3:11])=[N:9][C:8]2[N:4]([N:5]=[C:6]3[CH2:14][N:13]([C:15]([C:17]4[CH:27]=[CH:26][CH:25]=[CH:24][C:18]=4[O:19][CH:20]([CH3:23])[CH2:21][N:30]([CH3:31])[CH3:29])=[O:16])[CH2:12][C:7]3=2)[C:3]=1[CH3:28]. Reactant: [Cl:1][C:2]1[C:10]([CH3:11])=[N:9][C:8]2[N:4]([N:5]=[C:6]3[CH2:14][N:13]([C:15]([C:17]4[CH:27]=[CH:26][CH:25]=[CH:24][C:18]=4[O:19][CH:20]([CH3:23])[CH:21]=O)=[O:16])[CH2:12][C:7]3=2)[C:3]=1[CH3:28].[CH3:29][NH:30][CH3:31].C1COCC1.C(O[BH-](OC(=O)C)OC(=O)C)(=O)C.[Na+]. (3) Reactant: [OH:1][CH2:2][C:3]1([CH3:31])[S:9][CH2:8][CH2:7][N:6]2[C:10]([C:13]3([C:16]4[CH:21]=[CH:20][C:19]([C:22]5[CH:30]=[CH:29][C:25]([C:26](O)=[O:27])=[CH:24][N:23]=5)=[CH:18][CH:17]=4)[CH2:15][CH2:14]3)=[N:11][N:12]=[C:5]2[CH2:4]1.[NH:32]1[CH2:37][CH2:36][O:35][CH2:34][CH2:33]1.Cl.C(N=C=NCCCN(C)C)C.C(=O)([O-])O.[Na+]. Product: [CH3:31][C:3]1([CH2:2][OH:1])[S:9][CH2:8][CH2:7][N:6]2[C:10]([C:13]3([C:16]4[CH:17]=[CH:18][C:19]([C:22]5[CH:30]=[CH:29][C:25]([C:26]([N:32]6[CH2:37][CH2:36][O:35][CH2:34][CH2:33]6)=[O:27])=[CH:24][N:23]=5)=[CH:20][CH:21]=4)[CH2:14][CH2:15]3)=[N:11][N:12]=[C:5]2[CH2:4]1. The catalyst class is: 9.